From a dataset of Retrosynthesis with 50K atom-mapped reactions and 10 reaction types from USPTO. Predict the reactants needed to synthesize the given product. (1) Given the product Cc1cnc(NC(=O)c2cn(C(C)C)c3cc(Cl)ccc23)s1, predict the reactants needed to synthesize it. The reactants are: CC(C)n1cc(C(=O)O)c2ccc(Cl)cc21.Cc1cnc(N)s1. (2) Given the product C#CCNC(=O)c1cccc(F)c1Nc1nc(Nc2ccc3c(c2)OCC(O)(CO)CN3CC)ncc1Cl, predict the reactants needed to synthesize it. The reactants are: C#CCNC(=O)c1cccc(F)c1Nc1nc(Cl)ncc1Cl.CCN1CC(O)(CO)COc2cc(N)ccc21. (3) Given the product COc1cccc(C=NNc2cc(N3CCOCC3)n3nc(-c4ccccc4)cc3n2)c1, predict the reactants needed to synthesize it. The reactants are: COc1cccc(C=O)c1.NNc1cc(N2CCOCC2)n2nc(-c3ccccc3)cc2n1. (4) Given the product O=C(N[C@H]1CC[C@@H](Nc2ccc3ccccc3n2)CC1)c1cccnc1Oc1ccccc1Br, predict the reactants needed to synthesize it. The reactants are: O=C(N[C@H]1CC[C@@H](Nc2ccc3ccccc3n2)CC1)c1cccnc1Cl.Oc1ccccc1Br.